From a dataset of TAP: 5 developability metrics (CDR length, charge patches, hydrophobicity). Multi-output Regression. Predict 5 antibody developability metrics. (1) The antibody is ["['EVQLVQSGAEVKKPGASVKVSCKASGYTFTSYVIHWVRQRPGQGLAWMGYINPYNDGTKYNERFKGKVTITSDRSTSTVYMELSSLRSEDTAVYLCGREGIRYYGLLGDYWGQGTLVTVSS'\\n 'DIQMTQSPSSLSASVGDRVTITCGTSEDIINYLNWYQQKPGKAPKLLIYHTSRLQSGVPSRFSGSGSGTDFTLTISSLQPEDFATYYCQQGYTLPYTFGQGTKVEIK']"]. Developability metrics: CDR_Length=48.0, PSH=124, PPC=0.0179, PNC=1.18, SFvCSP=3.41. (2) The antibody is ["['QVQLVQSGAEVKKPGSSVKVSCKASGYTFGNYWMQWVRQAPGQGLEWMGAIYEGTGKTVYIQKFADRVTITADKSTSTAYMELSSLRSEDTAVYYCARLSDYVSGFGYWGQGTTVTVSS'\\n 'DIQMTQSPSSLSASVGDRVTITCRASKDISKYLNWYQQKPGKAPKLLIYYTSGYHSGVPSRFSGSGSGTDFTLTISSLQPEDFATYYCQQGDALPPTFGGGTKVEIK']"]. Developability metrics: CDR_Length=46.0, PSH=133, PPC=0.00410, PNC=0.193, SFvCSP=9.30.